Dataset: Forward reaction prediction with 1.9M reactions from USPTO patents (1976-2016). Task: Predict the product of the given reaction. Given the reactants Cl[C:2]1[N:7]=[C:6]([C:8]2[CH:13]=[CH:12][C:11]([OH:14])=[CH:10][CH:9]=2)[CH:5]=[N:4][CH:3]=1.[NH2:15][C:16]1[CH:24]=[CH:23][C:19]([C:20]([OH:22])=[O:21])=[CH:18][C:17]=1[O:25][CH3:26].CC1(C)C2C(=C(P(C3C=CC=CC=3)C3C=CC=CC=3)C=CC=2)OC2C(P(C3C=CC=CC=3)C3C=CC=CC=3)=CC=CC1=2, predict the reaction product. The product is: [OH:14][C:11]1[CH:12]=[CH:13][C:8]([C:6]2[N:7]=[C:2]([NH:15][C:16]3[CH:24]=[CH:23][C:19]([C:20]([OH:22])=[O:21])=[CH:18][C:17]=3[O:25][CH3:26])[CH:3]=[N:4][CH:5]=2)=[CH:9][CH:10]=1.